From a dataset of Peptide-MHC class I binding affinity with 185,985 pairs from IEDB/IMGT. Regression. Given a peptide amino acid sequence and an MHC pseudo amino acid sequence, predict their binding affinity value. This is MHC class I binding data. (1) The peptide sequence is LPADPASVL. The MHC is HLA-A25:01 with pseudo-sequence HLA-A25:01. The binding affinity (normalized) is 0.0847. (2) The peptide sequence is QAAESNERY. The MHC is HLA-A26:01 with pseudo-sequence HLA-A26:01. The binding affinity (normalized) is 0.542. (3) The peptide sequence is SRARIKTRL. The MHC is HLA-B48:01 with pseudo-sequence HLA-B48:01. The binding affinity (normalized) is 0.0847.